From a dataset of Ames mutagenicity test results for genotoxicity prediction. Regression/Classification. Given a drug SMILES string, predict its toxicity properties. Task type varies by dataset: regression for continuous values (e.g., LD50, hERG inhibition percentage) or binary classification for toxic/non-toxic outcomes (e.g., AMES mutagenicity, cardiotoxicity, hepatotoxicity). Dataset: ames. (1) The drug is ClNc1nc(NCl)nc(NCl)n1. The result is 0 (non-mutagenic). (2) The molecule is c1cc2c3c(c1)C1NC1c1cccc(c1-3)C1NC21. The result is 1 (mutagenic). (3) The drug is COCC1CN(c2ccc3nc(C(O)CCC#N)sc3c2)C(=O)O1. The result is 0 (non-mutagenic). (4) The molecule is [N-]=[N+]=Nc1ccc(Nc2c3ccccc3nc3ccccc23)cc1. The result is 1 (mutagenic).